Dataset: Full USPTO retrosynthesis dataset with 1.9M reactions from patents (1976-2016). Task: Predict the reactants needed to synthesize the given product. (1) Given the product [Br:9][C:10]1[CH:11]=[C:12]([C:17]2[S:21][C:20]([C:23]3([OH:22])[CH2:24][CH2:25][CH:26]([C:29]([O:31][C:32]([CH3:34])([CH3:33])[CH3:35])=[O:30])[CH2:27][CH2:28]3)=[N:19][CH:18]=2)[CH:13]=[C:14]([CH3:16])[CH:15]=1, predict the reactants needed to synthesize it. The reactants are: C([N-]C(C)C)(C)C.[Li+].[Br:9][C:10]1[CH:11]=[C:12]([C:17]2[S:21][CH:20]=[N:19][CH:18]=2)[CH:13]=[C:14]([CH3:16])[CH:15]=1.[O:22]=[C:23]1[CH2:28][CH2:27][CH:26]([C:29]([O:31][C:32]([CH3:35])([CH3:34])[CH3:33])=[O:30])[CH2:25][CH2:24]1. (2) Given the product [NH2:1][C:2]1[N:10]=[C:9]([Cl:11])[CH:8]=[CH:7][C:3]=1[C:4]([NH:28][CH2:27][C:24]1[CH:25]=[CH:26][C:21]([O:20][CH2:19][C:13]2[CH:18]=[CH:17][CH:16]=[CH:15][CH:14]=2)=[CH:22][CH:23]=1)=[O:6], predict the reactants needed to synthesize it. The reactants are: [NH2:1][C:2]1[N:10]=[C:9]([Cl:11])[CH:8]=[CH:7][C:3]=1[C:4]([OH:6])=O.Cl.[C:13]1([CH2:19][O:20][C:21]2[CH:26]=[CH:25][C:24]([CH2:27][NH2:28])=[CH:23][CH:22]=2)[CH:18]=[CH:17][CH:16]=[CH:15][CH:14]=1.CN([P+](ON1N=NC2C=CC=CC1=2)(N(C)C)N(C)C)C.F[P-](F)(F)(F)(F)F.C(N(CC)CC)C.